Dataset: Full USPTO retrosynthesis dataset with 1.9M reactions from patents (1976-2016). Task: Predict the reactants needed to synthesize the given product. (1) Given the product [ClH:18].[F:1][C:2]1([F:17])[C:4]2([CH2:9][CH2:8][NH:7][CH2:6][CH2:5]2)[CH2:3]1, predict the reactants needed to synthesize it. The reactants are: [F:1][C:2]1([F:17])[C:4]2([CH2:9][CH2:8][N:7](C(OC(C)(C)C)=O)[CH2:6][CH2:5]2)[CH2:3]1.[ClH:18]. (2) The reactants are: [Cl:1][C:2]1[CH:7]=[CH:6][C:5]([CH:8]2[CH2:13][S:12](=[O:15])(=[O:14])[N:11]=[C:10](SC)[NH:9]2)=[CH:4][CH:3]=1.[OH-:18].[Na+]. Given the product [Cl:1][C:2]1[CH:7]=[CH:6][C:5]([CH:8]2[CH2:13][S:12](=[O:15])(=[O:14])[NH:11][C:10](=[O:18])[NH:9]2)=[CH:4][CH:3]=1, predict the reactants needed to synthesize it. (3) Given the product [CH3:1][C:2]([CH3:7])([CH3:3])[CH2:25][C:24]([NH:19][C:3]1[C:4]([CH3:18])=[C:5]([CH3:17])[C:6]2[O:10][CH2:9][CH:8]([C:11]3[CH:16]=[CH:15][CH:14]=[CH:13][CH:12]=3)[C:7]=2[C:2]=1[CH3:1])=[O:23], predict the reactants needed to synthesize it. The reactants are: [CH3:1][C:2]1[C:7]2[CH:8]([C:11]3[CH:16]=[CH:15][CH:14]=[CH:13][CH:12]=3)[CH2:9][O:10][C:6]=2[C:5]([CH3:17])=[C:4]([CH3:18])[C:3]=1[NH2:19].C([O:23][CH2:24][CH3:25])(=O)C. (4) The reactants are: [OH:1][C:2]1[CH:9]=[CH:8][C:5]([CH:6]=[O:7])=[CH:4][CH:3]=1.N1C=CN=C1.[CH3:15][C:16]([Si:19](Cl)([CH3:21])[CH3:20])([CH3:18])[CH3:17].O. Given the product [Si:19]([O:1][C:2]1[CH:9]=[CH:8][C:5]([CH:6]=[O:7])=[CH:4][CH:3]=1)([C:16]([CH3:18])([CH3:17])[CH3:15])([CH3:21])[CH3:20], predict the reactants needed to synthesize it. (5) Given the product [CH2:1]([O:3][C:4]([C:6]1[N:7]([CH2:16][C:17](=[O:18])[NH:19][C:20]2[CH:25]=[CH:24][C:23]([Cl:26])=[CH:22][CH:21]=2)[C:8]2[C:13]([CH:14]=1)=[CH:12][CH:11]=[CH:10][CH:9]=2)=[O:5])[CH3:2], predict the reactants needed to synthesize it. The reactants are: [CH2:1]([O:3][C:4]([C:6]1[NH:7][C:8]2[C:13]([CH:14]=1)=[CH:12][CH:11]=[CH:10][CH:9]=2)=[O:5])[CH3:2].Br[CH2:16][C:17]([NH:19][C:20]1[CH:25]=[CH:24][C:23]([Cl:26])=[CH:22][CH:21]=1)=[O:18]. (6) Given the product [Br:1][C:2]1[CH:11]=[CH:10][C:9]2[C:4](=[C:5]([F:13])[C:6]([F:12])=[CH:7][CH:8]=2)[C:3]=1[CH:14]=[O:15], predict the reactants needed to synthesize it. The reactants are: [Br:1][C:2]1[CH2:11][CH2:10][C:9]2[C:4](=[C:5]([F:13])[C:6]([F:12])=[CH:7][CH:8]=2)[C:3]=1[CH:14]=[O:15].ClC1C(=O)C(C#N)=C(C#N)C(=O)C=1Cl. (7) Given the product [O:24]=[S:16]1(=[O:25])[C:17]2[CH:23]=[CH:22][CH:21]=[CH:20][C:18]=2[CH2:19][N:13]([C:4]2[CH:3]=[C:2]([NH:32][CH:29]3[CH2:30][CH2:31][O:26][CH2:27][CH2:28]3)[C:11]3[C:6](=[CH:7][CH:8]=[C:9]([CH3:12])[CH:10]=3)[N:5]=2)[CH2:14][CH2:15]1, predict the reactants needed to synthesize it. The reactants are: Cl[C:2]1[C:11]2[C:6](=[CH:7][CH:8]=[C:9]([CH3:12])[CH:10]=2)[N:5]=[C:4]([N:13]2[CH2:19][C:18]3[CH:20]=[CH:21][CH:22]=[CH:23][C:17]=3[S:16](=[O:25])(=[O:24])[CH2:15][CH2:14]2)[CH:3]=1.[O:26]1[CH2:31][CH2:30][CH:29]([NH2:32])[CH2:28][CH2:27]1. (8) Given the product [C:23]1([S:20]([N:19]2[CH2:17][CH:16]2[C:15]([N:12]2[CH2:11][CH2:10][N:9]([C:3]3[CH:4]=[C:5]([CH3:8])[CH:6]=[CH:7][C:2]=3[CH3:1])[CH2:14][CH2:13]2)=[O:29])(=[O:22])=[O:21])[CH:28]=[CH:27][CH:26]=[CH:25][CH:24]=1, predict the reactants needed to synthesize it. The reactants are: [CH3:1][C:2]1[CH:7]=[CH:6][C:5]([CH3:8])=[CH:4][C:3]=1[N:9]1[CH2:14][CH2:13][N:12]([C:15](=[O:29])[CH:16]([NH:19][S:20]([C:23]2[CH:28]=[CH:27][CH:26]=[CH:25][CH:24]=2)(=[O:22])=[O:21])[CH2:17]O)[CH2:11][CH2:10]1.C1(P(C2C=CC=CC=2)C2C=CC=CC=2)C=CC=CC=1.CCOC(/N=N/C(OCC)=O)=O. (9) The reactants are: [Cl:1][C:2]1[CH:3]=[C:4]2[C:8](=[CH:9][CH:10]=1)[NH:7][C:6]([CH2:11][N:12]1[C:16]3=[CH:17][N:18]=[CH:19][CH:20]=[C:15]3[C:14]3([CH2:22][CH2:21]3)[C:13]1=[O:23])=[CH:5]2.Br[CH2:25][CH2:26][CH2:27][OH:28].C(=O)([O-])[O-].[Cs+].[Cs+]. Given the product [Cl:1][C:2]1[CH:3]=[C:4]2[C:8](=[CH:9][CH:10]=1)[N:7]([CH2:25][CH2:26][CH2:27][OH:28])[C:6]([CH2:11][N:12]1[C:16]3=[CH:17][N:18]=[CH:19][CH:20]=[C:15]3[C:14]3([CH2:22][CH2:21]3)[C:13]1=[O:23])=[CH:5]2, predict the reactants needed to synthesize it. (10) Given the product [CH2:1]([O:8][C:9](=[O:31])[C:10]1[CH:15]=[CH:14][C:13]([B:32]2[O:36][C:35]([CH3:38])([CH3:37])[C:34]([CH3:40])([CH3:39])[O:33]2)=[C:12]([CH2:17][N:18]([C:21]([O:23][CH2:24][C:25]2[CH:30]=[CH:29][CH:28]=[CH:27][CH:26]=2)=[O:22])[CH2:19][CH3:20])[CH:11]=1)[C:2]1[CH:7]=[CH:6][CH:5]=[CH:4][CH:3]=1, predict the reactants needed to synthesize it. The reactants are: [CH2:1]([O:8][C:9](=[O:31])[C:10]1[CH:15]=[CH:14][C:13](Br)=[C:12]([CH2:17][N:18]([C:21]([O:23][CH2:24][C:25]2[CH:30]=[CH:29][CH:28]=[CH:27][CH:26]=2)=[O:22])[CH2:19][CH3:20])[CH:11]=1)[C:2]1[CH:7]=[CH:6][CH:5]=[CH:4][CH:3]=1.[B:32]1([B:32]2[O:36][C:35]([CH3:38])([CH3:37])[C:34]([CH3:40])([CH3:39])[O:33]2)[O:36][C:35]([CH3:38])([CH3:37])[C:34]([CH3:40])([CH3:39])[O:33]1.C([O-])(=O)C.[K+].